From a dataset of Forward reaction prediction with 1.9M reactions from USPTO patents (1976-2016). Predict the product of the given reaction. (1) The product is: [CH3:22][N:9]1[C:10]2[C@@:11]3([CH3:21])[C:18]([CH3:20])([CH3:19])[C@H:14]([CH2:13][CH2:12]3)[C:15]=2[C:16](=[O:17])[N:8]1[C:4]1[CH:3]=[C:2]([C:25]2[CH:26]=[CH:27][CH:28]=[CH:29][C:24]=2[CH3:23])[CH:7]=[CH:6][CH:5]=1. Given the reactants I[C:2]1[CH:3]=[C:4]([N:8]2[C:16](=[O:17])[C:15]3[CH:14]4[C:18]([CH3:20])([CH3:19])[C:11]([CH3:21])([CH2:12][CH2:13]4)[C:10]=3[N:9]2[CH3:22])[CH:5]=[CH:6][CH:7]=1.[CH3:23][C:24]1[CH:29]=[CH:28][CH:27]=[CH:26][C:25]=1B(O)O.C(=O)([O-])[O-].[K+].[K+], predict the reaction product. (2) Given the reactants Cl.[N:2]1([NH2:8])[CH2:7][CH2:6][CH2:5][CH2:4][CH2:3]1.C[Al](C)C.[Cl:13][C:14]1[CH:19]=[CH:18][C:17]([C:20]2[N:21]=[C:22]([CH2:38][N:39]3[CH:43]=[N:42][N:41]=[N:40]3)[C:23]([C:33](OCC)=[O:34])=[N:24][C:25]=2[C:26]2[CH:31]=[CH:30][C:29]([Cl:32])=[CH:28][CH:27]=2)=[CH:16][CH:15]=1, predict the reaction product. The product is: [Cl:13][C:14]1[CH:15]=[CH:16][C:17]([C:20]2[N:21]=[C:22]([CH2:38][N:39]3[CH:43]=[N:42][N:41]=[N:40]3)[C:23]([C:33]([NH:8][N:2]3[CH2:7][CH2:6][CH2:5][CH2:4][CH2:3]3)=[O:34])=[N:24][C:25]=2[C:26]2[CH:27]=[CH:28][C:29]([Cl:32])=[CH:30][CH:31]=2)=[CH:18][CH:19]=1. (3) Given the reactants [NH2:1][C:2]1[C:11]2[C:6](=[C:7]([NH2:12])[CH:8]=[CH:9][CH:10]=2)[CH:5]=[CH:4][CH:3]=1.Br[C:14]1[CH:19]=[CH:18][CH:17]=[CH:16][CH:15]=1.C(P([C:29]([CH3:32])([CH3:31])C)C(C)(C)C)(C)(C)C.C[C:34]([CH3:37])([O-])[CH3:35].[Na+], predict the reaction product. The product is: [C:14]1([N:1]([C:31]2[CH:29]=[CH:32][CH:6]=[CH:5][CH:4]=2)[C:2]2[C:11]3[C:6](=[C:7]([NH:12][C:35]4[CH:34]=[CH:37][CH:11]=[CH:2][CH:3]=4)[CH:8]=[CH:9][CH:10]=3)[CH:5]=[CH:4][CH:3]=2)[CH:19]=[CH:18][CH:17]=[CH:16][CH:15]=1. (4) Given the reactants [CH3:1][C:2]1[N:7]=[CH:6][C:5]([CH2:8][OH:9])=[CH:4][CH:3]=1.C(N(CC)CC)C.[C:17](Cl)(=[O:24])[C:18]1[CH:23]=[CH:22][CH:21]=[CH:20][CH:19]=1.O, predict the reaction product. The product is: [C:17]([O:9][CH2:8][C:5]1[CH:6]=[N:7][C:2]([CH3:1])=[CH:3][CH:4]=1)(=[O:24])[C:18]1[CH:23]=[CH:22][CH:21]=[CH:20][CH:19]=1. (5) Given the reactants [N:1]1([C:7]2[N:12]=[CH:11][NH:10][C:9](=[O:13])[CH:8]=2)[CH2:6][CH2:5][NH:4][CH2:3][CH2:2]1.[Cl:14][C:15]1[CH:16]=[C:17]([CH:20]=[CH:21][C:22]=1[Cl:23])[CH:18]=O, predict the reaction product. The product is: [Cl:14][C:15]1[CH:16]=[C:17]([CH:20]=[CH:21][C:22]=1[Cl:23])[CH2:18][N:4]1[CH2:5][CH2:6][N:1]([C:7]2[N:12]=[CH:11][NH:10][C:9](=[O:13])[CH:8]=2)[CH2:2][CH2:3]1. (6) Given the reactants C(OC(=O)[NH:7][C:8]1[CH:13]=[C:12]([CH3:14])[C:11]([Cl:15])=[CH:10][C:9]=1[NH2:16])(C)(C)C.C(O[C:23](=[O:40])[CH2:24][C:25]([C:27]1[CH:32]=[CH:31][CH:30]=[C:29]([C:33]2[CH:38]=[CH:37][N:36]=[C:35]([CH3:39])[N:34]=2)[CH:28]=1)=O)(C)(C)C, predict the reaction product. The product is: [Cl:15][C:11]1[C:12]([CH3:14])=[CH:13][C:8]2[N:7]=[C:25]([C:27]3[CH:32]=[CH:31][CH:30]=[C:29]([C:33]4[CH:38]=[CH:37][N:36]=[C:35]([CH3:39])[N:34]=4)[CH:28]=3)[CH2:24][C:23](=[O:40])[NH:16][C:9]=2[CH:10]=1.